This data is from Reaction yield outcomes from USPTO patents with 853,638 reactions. The task is: Predict the reaction yield, written as a fraction of the theoretical maximum amount of product (1.0 means a 100% yield; for example, 0.34 means a 34% yield). (1) The reactants are Cl[C:2]1[C:7]([O:8][CH2:9][CH2:10][O:11]C2CCCCO2)=[CH:6][CH:5]=[CH:4][N:3]=1.[NH:18]1[CH2:23][CH2:22][CH2:21][CH:20]([CH2:24][OH:25])[CH2:19]1.CC(C)([O-])C.[K+].C(O)(C)(C)C. The catalyst is C1(C)C=CC=CC=1. The product is [NH:18]1[CH2:23][CH2:22][CH2:21][CH:20]([CH2:24][O:25][C:2]2[C:7]([O:8][CH2:9][CH2:10][OH:11])=[CH:6][CH:5]=[CH:4][N:3]=2)[CH2:19]1. The yield is 0.530. (2) The reactants are [OH:1][CH2:2][CH:3]1[O:8][C:7]2[C:9]3[C:14]([C:15](=[O:18])[C:16](=[O:17])[C:6]=2[S:5][CH2:4]1)=[CH:13][CH:12]=[CH:11][CH:10]=3.C(N(CC)CC)C.[CH3:26][S:27](Cl)(=[O:29])=[O:28]. The catalyst is ClCCl. The product is [CH3:26][S:27]([O:1][CH2:2][CH:3]1[O:8][C:7]2[C:9]3[C:14]([C:15](=[O:18])[C:16](=[O:17])[C:6]=2[S:5][CH2:4]1)=[CH:13][CH:12]=[CH:11][CH:10]=3)(=[O:29])=[O:28]. The yield is 0.850. (3) The reactants are [CH2:1]([O:8][C:9]1[CH:18]=[C:17]2[C:12]([C:13](O)=[CH:14][CH:15]=[N:16]2)=[CH:11][C:10]=1[O:20][CH3:21])[C:2]1[CH:7]=[CH:6][CH:5]=[CH:4][CH:3]=1.[Na].C(=O)([O-])[O-].C(=O)(O)[O-].[Na+].P(Cl)(Cl)([Cl:34])=O. No catalyst specified. The product is [CH2:1]([O:8][C:9]1[CH:18]=[C:17]2[C:12]([C:13]([Cl:34])=[CH:14][CH:15]=[N:16]2)=[CH:11][C:10]=1[O:20][CH3:21])[C:2]1[CH:7]=[CH:6][CH:5]=[CH:4][CH:3]=1. The yield is 0.950. (4) The reactants are [F:1][C:2]1[CH:7]=[C:6]([C:8]2[C:16]([C:17]3[CH:22]=[CH:21][N:20]=[C:19](SC)[N:18]=3)=[C:11]3[CH:12]=[CH:13][CH:14]=[CH:15][N:10]3[N:9]=2)[CH:5]=[CH:4][N:3]=1.ClC1C=C(C=CC=1)C(OO)=O.[CH:36]([NH2:39])([CH3:38])[CH3:37]. The catalyst is ClCCl. The product is [F:1][C:2]1[CH:7]=[C:6]([C:8]2[C:16]([C:17]3[CH:22]=[CH:21][N:20]=[C:19]([NH:39][CH:36]([CH3:38])[CH3:37])[N:18]=3)=[C:11]3[CH:12]=[CH:13][CH:14]=[CH:15][N:10]3[N:9]=2)[CH:5]=[CH:4][N:3]=1. The yield is 0.480. (5) The reactants are Br[C:2]1[C:11]2[C:6](=[C:7]([Cl:13])[CH:8]=[C:9]([OH:12])[CH:10]=2)[N:5]=[C:4]([C:14]2[CH:19]=[CH:18][C:17]([OH:20])=[C:16]([F:21])[CH:15]=2)[CH:3]=1.[CH3:22][O:23][C:24]1[CH:29]=[CH:28][C:27](B(O)O)=[CH:26][CH:25]=1. No catalyst specified. The product is [Cl:13][C:7]1[CH:8]=[C:9]([OH:12])[CH:10]=[C:11]2[C:6]=1[N:5]=[C:4]([C:14]1[CH:19]=[CH:18][C:17]([OH:20])=[C:16]([F:21])[CH:15]=1)[CH:3]=[C:2]2[C:27]1[CH:28]=[CH:29][C:24]([O:23][CH3:22])=[CH:25][CH:26]=1. The yield is 0.970.